This data is from Forward reaction prediction with 1.9M reactions from USPTO patents (1976-2016). The task is: Predict the product of the given reaction. Given the reactants Br[C:2]1[C:3]([Cl:18])=[C:4]([NH:10][C:11](=[O:17])[O:12][C:13]([CH3:16])([CH3:15])[CH3:14])[CH:5]=[C:6]([C:8]#[N:9])[CH:7]=1.[Si:19]([O:26][CH2:27][CH:28]1[CH2:33][NH:32][CH2:31][CH2:30][N:29]1[CH:34]1[CH2:37][O:36][CH2:35]1)([C:22]([CH3:25])([CH3:24])[CH3:23])([CH3:21])[CH3:20].C1C=CC(P(C2C(C3C(P(C4C=CC=CC=4)C4C=CC=CC=4)=CC=C4C=3C=CC=C4)=C3C(C=CC=C3)=CC=2)C2C=CC=CC=2)=CC=1.C([O-])([O-])=O.[Cs+].[Cs+], predict the reaction product. The product is: [Si:19]([O:26][CH2:27][CH:28]1[N:29]([CH:34]2[CH2:37][O:36][CH2:35]2)[CH2:30][CH2:31][N:32]([C:2]2[C:3]([Cl:18])=[C:4]([NH:10][C:11](=[O:17])[O:12][C:13]([CH3:16])([CH3:15])[CH3:14])[CH:5]=[C:6]([C:8]#[N:9])[CH:7]=2)[CH2:33]1)([C:22]([CH3:25])([CH3:23])[CH3:24])([CH3:21])[CH3:20].